Predict the product of the given reaction. From a dataset of Forward reaction prediction with 1.9M reactions from USPTO patents (1976-2016). (1) Given the reactants [Si:1]([O:18][CH2:19][C@H:20]1[O:24][C:23](=[O:25])[C@H:22]([CH3:26])[CH2:21]1)([C:14]([CH3:17])([CH3:16])[CH3:15])([C:8]1[CH:13]=[CH:12][CH:11]=[CH:10][CH:9]=1)[C:2]1[CH:7]=[CH:6][CH:5]=[CH:4][CH:3]=1.[Si](OS(C(F)(F)[F:39])(=O)=O)(C(C)(C)C)(C)C.C(N(CC)CC)C.C1C=CC(S(N(S(C2C=CC=CC=2)(=O)=O)F)(=O)=O)=CC=1, predict the reaction product. The product is: [Si:1]([O:18][CH2:19][C@H:20]1[O:24][C:23](=[O:25])[C@@:22]([F:39])([CH3:26])[CH2:21]1)([C:14]([CH3:17])([CH3:15])[CH3:16])([C:8]1[CH:13]=[CH:12][CH:11]=[CH:10][CH:9]=1)[C:2]1[CH:7]=[CH:6][CH:5]=[CH:4][CH:3]=1. (2) Given the reactants [CH2:1]([O:3][C:4]([C:6]1[CH:10]=[C:9]([C:11]2[CH:16]=[CH:15][C:14]([O:17]CC3C=CC=CC=3)=[CH:13][N:12]=2)[N:8]([C:25]2[CH:30]=[CH:29][CH:28]=[CH:27][CH:26]=2)[N:7]=1)=[O:5])[CH3:2].[H][H], predict the reaction product. The product is: [CH2:1]([O:3][C:4]([C:6]1[CH:10]=[C:9]([C:11]2[CH:16]=[CH:15][C:14]([OH:17])=[CH:13][N:12]=2)[N:8]([C:25]2[CH:30]=[CH:29][CH:28]=[CH:27][CH:26]=2)[N:7]=1)=[O:5])[CH3:2]. (3) Given the reactants [CH2:1]([N:3]1[CH:7]=[C:6]([N:8]([CH3:17])[S:9]([C:12]2[S:13][CH:14]=[CH:15][CH:16]=2)(=[O:11])=[O:10])[CH:5]=[C:4]1[C:18](OCC)=[O:19])[CH3:2].[H-].[Al+3].[Li+].[H-].[H-].[H-].O.[OH-].[Na+], predict the reaction product. The product is: [CH2:1]([N:3]1[C:4]([CH:18]=[O:19])=[CH:5][C:6]([N:8]([CH3:17])[S:9]([C:12]2[S:13][CH:14]=[CH:15][CH:16]=2)(=[O:10])=[O:11])=[CH:7]1)[CH3:2]. (4) Given the reactants Cl[C:2]1[N:7]=[C:6]([C:8]2[S:12][C:11]([CH:13]3[CH2:18][CH2:17][O:16][CH2:15][CH2:14]3)=[N:10][C:9]=2[C:19]2[C:20]([F:34])=[C:21]([NH:25][S:26]([C:29]3[CH:33]=[CH:32][O:31][CH:30]=3)(=[O:28])=[O:27])[CH:22]=[CH:23][CH:24]=2)[CH:5]=[CH:4][N:3]=1.[CH3:35][Zn]C, predict the reaction product. The product is: [F:34][C:20]1[C:19]([C:9]2[N:10]=[C:11]([CH:13]3[CH2:18][CH2:17][O:16][CH2:15][CH2:14]3)[S:12][C:8]=2[C:6]2[CH:5]=[CH:4][N:3]=[C:2]([CH3:35])[N:7]=2)=[CH:24][CH:23]=[CH:22][C:21]=1[NH:25][S:26]([C:29]1[CH:33]=[CH:32][O:31][CH:30]=1)(=[O:28])=[O:27]. (5) Given the reactants [CH2:1]1[C:10]2[C:5](=[CH:6][CH:7]=[CH:8][CH:9]=2)[CH2:4][CH2:3][NH:2]1.N[CH2:12][C:13]1[CH:18]=[CH:17][N:16]=[CH:15][CH:14]=1.CC1C=CC(CN2CCC3C(=CC=CC=3)C2)=CC=1, predict the reaction product. The product is: [CH3:12][C:13]1[CH:18]=[CH:17][N:16]=[C:15]([N:2]2[CH2:3][CH2:4][C:5]3[C:10](=[CH:9][CH:8]=[CH:7][CH:6]=3)[CH2:1]2)[CH:14]=1.